From a dataset of Full USPTO retrosynthesis dataset with 1.9M reactions from patents (1976-2016). Predict the reactants needed to synthesize the given product. Given the product [Cl:33][C:28]1[CH:29]=[CH:30][CH:31]=[CH:32][C:27]=1[O:26][CH2:25][CH2:24][CH2:23][NH:22][C:19]1[CH:20]=[CH:21][C:16]([O:15][C:6]2[C:5]3[C:10](=[CH:11][C:12]([O:13][CH3:14])=[C:3]([O:2][CH3:1])[CH:4]=3)[N:9]=[CH:8][CH:7]=2)=[C:17]([CH3:36])[C:18]=1[CH3:35], predict the reactants needed to synthesize it. The reactants are: [CH3:1][O:2][C:3]1[CH:4]=[C:5]2[C:10](=[CH:11][C:12]=1[O:13][CH3:14])[N:9]=[CH:8][CH:7]=[C:6]2[O:15][C:16]1[CH:21]=[CH:20][C:19]([NH:22][C:23](=O)[CH2:24][CH2:25][O:26][C:27]2[CH:32]=[CH:31][CH:30]=[CH:29][C:28]=2[Cl:33])=[C:18]([CH3:35])[C:17]=1[CH3:36].Cl.[OH-].[Na+].